From a dataset of Forward reaction prediction with 1.9M reactions from USPTO patents (1976-2016). Predict the product of the given reaction. (1) The product is: [Cl:11][C:12]1[CH:19]=[C:18]([CH2:20][O:21][CH:22]2[CH2:27][CH2:26][CH2:25][CH2:24][O:23]2)[C:17]([O:28][CH3:29])=[CH:16][C:13]=1[C:14](=[N:2][OH:3])[NH2:15]. Given the reactants Cl.[NH2:2][OH:3].CCN(CC)CC.[Cl:11][C:12]1[CH:19]=[C:18]([CH2:20][O:21][CH:22]2[CH2:27][CH2:26][CH2:25][CH2:24][O:23]2)[C:17]([O:28][CH3:29])=[CH:16][C:13]=1[C:14]#[N:15], predict the reaction product. (2) Given the reactants [S:1]1[CH:5]=[CH:4][CH:3]=[C:2]1[C:6]#[C:7][CH2:8][CH2:9][OH:10].C(N(CC)CC)C.[CH3:18][S:19](Cl)(=[O:21])=[O:20], predict the reaction product. The product is: [CH3:18][S:19]([O:10][CH2:9][CH2:8][C:7]#[C:6][C:2]1[S:1][CH:5]=[CH:4][CH:3]=1)(=[O:21])=[O:20]. (3) Given the reactants O=C1C2C(=CC=CC=2)C(=O)[N:3]1[CH2:12][CH2:13][CH2:14][N:15]1[C:24]2[C:19](=[N:20][CH:21]=[C:22]([CH2:25][C:26]3[CH:31]=[CH:30][C:29]([F:32])=[CH:28][CH:27]=3)[CH:23]=2)[C:18]([OH:33])=[C:17]([C:34]([NH:36][CH2:37][CH2:38][O:39][CH2:40][CH3:41])=[O:35])[C:16]1=[O:42].NN.O, predict the reaction product. The product is: [NH2:3][CH2:12][CH2:13][CH2:14][N:15]1[C:24]2[C:19](=[N:20][CH:21]=[C:22]([CH2:25][C:26]3[CH:27]=[CH:28][C:29]([F:32])=[CH:30][CH:31]=3)[CH:23]=2)[C:18]([OH:33])=[C:17]([C:34]([NH:36][CH2:37][CH2:38][O:39][CH2:40][CH3:41])=[O:35])[C:16]1=[O:42]. (4) Given the reactants Cl[C:2]1[N:7]=[CH:6][C:5]2[C@@H:8]3[C@@H:11]([C:12]([O:14][C:15]([CH3:18])([CH3:17])[CH3:16])=[O:13])[C@@H:9]3[CH2:10][C:4]=2[CH:3]=1.C(=O)([O-])[O-].[Cs+].[Cs+].[CH3:25][Si:26]([CH3:31])([CH3:30])[CH2:27][CH2:28][OH:29], predict the reaction product. The product is: [CH3:25][Si:26]([CH3:31])([CH3:30])[CH2:27][CH2:28][O:29][C:2]1[N:7]=[CH:6][C:5]2[C@@H:8]3[C@@H:11]([C:12]([O:14][C:15]([CH3:18])([CH3:17])[CH3:16])=[O:13])[C@@H:9]3[CH2:10][C:4]=2[CH:3]=1. (5) Given the reactants [H-].[Na+].[O:3]([C:10]1[CH:15]=[CH:14][C:13]([C:16]2[C:24]3[C:23]([NH2:25])=[N:22][CH:21]=[N:20][C:19]=3[NH:18][CH:17]=2)=[CH:12][CH:11]=1)[C:4]1[CH:9]=[CH:8][CH:7]=[CH:6][CH:5]=1.S(O[CH:31]1[CH2:37][CH:36]2[N:38]([CH3:39])[CH:33]([CH2:34][CH2:35]2)[CH2:32]1)(C)(=O)=O, predict the reaction product. The product is: [NH2:25][C:23]1[C:24]2[C:16]([C:13]3[CH:12]=[CH:11][C:10]([O:3][C:4]4[CH:9]=[CH:8][CH:7]=[CH:6][CH:5]=4)=[CH:15][CH:14]=3)=[CH:17][N:18]([CH:31]3[CH2:32][CH:33]4[N:38]([CH3:39])[CH:36]([CH2:35][CH2:34]4)[CH2:37]3)[C:19]=2[N:20]=[CH:21][N:22]=1. (6) Given the reactants [CH3:1][O:2][C:3]([C:5]1[C:9]2[CH:10]=[CH:11][C:12]([OH:14])=[CH:13][C:8]=2[O:7][CH:6]=1)=[O:4].C([O-])([O-])=O.[Cs+].[Cs+].Cl.Cl[C:23]1[S:24][C:25]2[C:26]([N:31]=1)=[N:27][CH:28]=[CH:29][CH:30]=2.O, predict the reaction product. The product is: [CH3:1][O:2][C:3]([C:5]1[C:9]2[CH:10]=[CH:11][C:12]([O:14][C:23]3[S:24][C:25]4[C:26]([N:31]=3)=[N:27][CH:28]=[CH:29][CH:30]=4)=[CH:13][C:8]=2[O:7][CH:6]=1)=[O:4]. (7) Given the reactants [Cl:1][C:2]1[CH:33]=[CH:32][C:5]([CH2:6][N:7]2[C:15]3[C:10](=[CH:11][C:12](/[CH:16]=[C:17]4/[C:18](=[O:31])[N:19]([CH2:23][C:24]5([F:30])[CH2:29][CH2:28][NH:27][CH2:26][CH2:25]5)[C:20](=[O:22])[S:21]/4)=[CH:13][CH:14]=3)[CH:9]=[N:8]2)=[C:4]([C:34]([F:37])([F:36])[F:35])[CH:3]=1.Br[CH2:39][CH2:40][OH:41], predict the reaction product. The product is: [Cl:1][C:2]1[CH:33]=[CH:32][C:5]([CH2:6][N:7]2[C:15]3[C:10](=[CH:11][C:12](/[CH:16]=[C:17]4/[C:18](=[O:31])[N:19]([CH2:23][C:24]5([F:30])[CH2:29][CH2:28][N:27]([CH2:39][CH2:40][OH:41])[CH2:26][CH2:25]5)[C:20](=[O:22])[S:21]/4)=[CH:13][CH:14]=3)[CH:9]=[N:8]2)=[C:4]([C:34]([F:37])([F:36])[F:35])[CH:3]=1.